This data is from Full USPTO retrosynthesis dataset with 1.9M reactions from patents (1976-2016). The task is: Predict the reactants needed to synthesize the given product. Given the product [C:1]([CH:3]([CH3:15])[CH2:4][C:5]1[CH:6]=[C:7]([CH:12]=[CH:13][CH:14]=1)[C:8]([O:10][CH3:11])=[O:9])#[N:2], predict the reactants needed to synthesize it. The reactants are: [C:1](/[C:3](/[CH3:15])=[CH:4]/[C:5]1[CH:6]=[C:7]([CH:12]=[CH:13][CH:14]=1)[C:8]([O:10][CH3:11])=[O:9])#[N:2].O1CCCC1.